This data is from Peptide-MHC class II binding affinity with 134,281 pairs from IEDB. The task is: Regression. Given a peptide amino acid sequence and an MHC pseudo amino acid sequence, predict their binding affinity value. This is MHC class II binding data. (1) The peptide sequence is AMSKVRKDISEWQPS. The MHC is HLA-DQA10201-DQB10303 with pseudo-sequence HLA-DQA10201-DQB10303. The binding affinity (normalized) is 0. (2) The peptide sequence is GEEYLILSARDVLAV. The MHC is DRB4_0101 with pseudo-sequence DRB4_0103. The binding affinity (normalized) is 0.569.